From a dataset of Catalyst prediction with 721,799 reactions and 888 catalyst types from USPTO. Predict which catalyst facilitates the given reaction. (1) Reactant: [Si]([O:8][C@@H:9]([CH2:38][CH2:39][C:40]1[CH:45]=[CH:44][CH:43]=[CH:42][CH:41]=1)/[CH:10]=[CH:11]/[C@H:12]1[C@H:16]([O:17][Si](C(C)(C)C)(C)C)[CH2:15][C@H:14]([OH:25])[C@@H:13]1[CH2:26]/[CH:27]=[CH:28]\[CH2:29][CH2:30][CH2:31][C:32]([O:34][CH:35]([CH3:37])[CH3:36])=[O:33])(C(C)(C)C)(C)C.C([O-])(O)=O.[Na+]. Product: [OH:17][C@@H:16]1[CH2:15][C@H:14]([OH:25])[C@H:13]([CH2:26]/[CH:27]=[CH:28]\[CH2:29][CH2:30][CH2:31][C:32]([O:34][CH:35]([CH3:37])[CH3:36])=[O:33])[C@H:12]1/[CH:11]=[CH:10]/[C@@H:9]([OH:8])[CH2:38][CH2:39][C:40]1[CH:41]=[CH:42][CH:43]=[CH:44][CH:45]=1. The catalyst class is: 41. (2) Reactant: [Cl:1][C:2]1[CH:24]=[C:23]([Cl:25])[C:22]([C:26]2[C:31]([F:32])=[CH:30][CH:29]=[CH:28][N:27]=2)=[CH:21][C:3]=1[C:4]([NH:6][C:7]1[N:11]([C:12]2[CH:17]=[CH:16][CH:15]=[CH:14][CH:13]=2)[N:10]=[C:9]([C:18](O)=[O:19])[CH:8]=1)=[O:5].C(N(CC)C(C)C)(C)C.[B-](F)(F)(F)F.CN(C(ON1C(=O)C=CC=C1)=[N+](C)C)C.[NH2:62][CH2:63][C:64]([CH3:67])([OH:66])[CH3:65]. Product: [Cl:1][C:2]1[CH:24]=[C:23]([Cl:25])[C:22]([C:26]2[C:31]([F:32])=[CH:30][CH:29]=[CH:28][N:27]=2)=[CH:21][C:3]=1[C:4]([NH:6][C:7]1[N:11]([C:12]2[CH:17]=[CH:16][CH:15]=[CH:14][CH:13]=2)[N:10]=[C:9]([C:18]([NH:62][CH2:63][C:64]([OH:66])([CH3:67])[CH3:65])=[O:19])[CH:8]=1)=[O:5]. The catalyst class is: 618. (3) Reactant: [C:1]([N:4]1[C:13]2[C:8](=[CH:9][C:10]([C:14]3[N:15]=[N:16][N:17]([CH2:19][CH2:20][CH2:21][NH:22]C(OC(C)(C)C)=O)[CH:18]=3)=[CH:11][CH:12]=2)[C@H:7]([NH:30][C:31](=[O:36])[O:32][CH:33]([CH3:35])[CH3:34])[CH2:6][C@@H:5]1[CH3:37])(=[O:3])[CH3:2].[ClH:38]. The catalyst class is: 12. Product: [ClH:38].[C:1]([N:4]1[C:13]2[C:8](=[CH:9][C:10]([C:14]3[N:15]=[N:16][N:17]([CH2:19][CH2:20][CH2:21][NH2:22])[CH:18]=3)=[CH:11][CH:12]=2)[C@H:7]([NH:30][C:31](=[O:36])[O:32][CH:33]([CH3:34])[CH3:35])[CH2:6][C@@H:5]1[CH3:37])(=[O:3])[CH3:2]. (4) Reactant: [Br:1][C:2]1[CH:3]=[CH:4][CH:5]=[C:6]2[C:11]=1[N:10]=[C:9]([CH2:12]Br)[CH:8]=[CH:7]2.[CH3:14][NH2:15]. Product: [Br:1][C:2]1[CH:3]=[CH:4][CH:5]=[C:6]2[C:11]=1[N:10]=[C:9]([CH2:12][NH:15][CH3:14])[CH:8]=[CH:7]2. The catalyst class is: 1. (5) Reactant: [CH3:1][O:2][C:3]1[CH:15]=[CH:14][C:6]([CH2:7][NH:8][CH2:9][CH:10]([CH3:13])[CH2:11][OH:12])=[CH:5][CH:4]=1.C(N(CC)CC)C.Cl[CH2:24][C:25](Cl)=[O:26].[OH-].[K+]. Product: [CH3:1][O:2][C:3]1[CH:4]=[CH:5][C:6]([CH2:7][N:8]2[CH2:9][CH:10]([CH3:13])[CH2:11][O:12][CH2:24][C:25]2=[O:26])=[CH:14][CH:15]=1. The catalyst class is: 4. (6) Reactant: [C:1]1(=[O:7])[O:6][C:4](=[O:5])[CH2:3][CH2:2]1.[CH2:8]([NH2:11])[C:9]#[CH:10]. Product: [O:7]=[C:1]([NH:11][CH2:8][C:9]#[CH:10])[CH2:2][CH2:3][C:4]([OH:6])=[O:5]. The catalyst class is: 7. (7) Reactant: [CH3:1][C:2]([C:4]1[CH:9]=[CH:8][C:7](F)=[C:6]([C:11]([F:14])([F:13])[F:12])[CH:5]=1)=[O:3].[CH3:15][O:16][CH2:17][CH2:18][NH:19][CH3:20].C(=O)([O-])[O-].[K+].[K+]. Product: [CH3:15][O:16][CH2:17][CH2:18][N:19]([CH3:20])[C:7]1[CH:8]=[CH:9][C:4]([C:2](=[O:3])[CH3:1])=[CH:5][C:6]=1[C:11]([F:14])([F:13])[F:12]. The catalyst class is: 58. (8) Reactant: C(OC([N:8]1[C@H:12]([CH2:13][CH2:14][C:15]2[CH:20]=[CH:19][C:18]([F:21])=[CH:17][CH:16]=2)[CH2:11][O:10]C1(C)C)=O)(C)(C)C.Cl. Product: [NH2:8][C@H:12]([CH2:13][CH2:14][C:15]1[CH:16]=[CH:17][C:18]([F:21])=[CH:19][CH:20]=1)[CH2:11][OH:10]. The catalyst class is: 12. (9) Product: [C:15]([O:19][C:20](=[O:21])[NH:22][C@H:23]([C:24](=[O:25])[NH:14][C:13]1[C:8]([NH:7][C:1]2[CH:6]=[CH:5][CH:4]=[CH:3][CH:2]=2)=[N:9][CH:10]=[CH:11][CH:12]=1)[CH3:27])([CH3:16])([CH3:17])[CH3:18]. The catalyst class is: 2. Reactant: [C:1]1([NH:7][C:8]2[C:13]([NH2:14])=[CH:12][CH:11]=[CH:10][N:9]=2)[CH:6]=[CH:5][CH:4]=[CH:3][CH:2]=1.[C:15]([O:19][C:20]([NH:22][C@@H:23]([CH3:27])[C:24](O)=[O:25])=[O:21])([CH3:18])([CH3:17])[CH3:16].C1C=CC2N(O)N=NC=2C=1.Cl.CN(C)CCCN=C=NCC.CCN(CC)CC. (10) Reactant: [Br:1][C:2]1[CH:7]=[CH:6][C:5]([C:8]2[N:12]([C:13]3[CH:18]=[CH:17][C:16]([OH:19])=[CH:15][CH:14]=3)[C:11]([CH2:20][C:21]([O:23]CC)=[O:22])=[CH:10][CH:9]=2)=[CH:4][CH:3]=1.O[Li].O. Product: [Br:1][C:2]1[CH:3]=[CH:4][C:5]([C:8]2[N:12]([C:13]3[CH:18]=[CH:17][C:16]([OH:19])=[CH:15][CH:14]=3)[C:11]([CH2:20][C:21]([OH:23])=[O:22])=[CH:10][CH:9]=2)=[CH:6][CH:7]=1. The catalyst class is: 20.